Dataset: Catalyst prediction with 721,799 reactions and 888 catalyst types from USPTO. Task: Predict which catalyst facilitates the given reaction. (1) Reactant: Cl.[F:2][C:3]1[CH:4]=[C:5]([CH:17]=[C:18]([F:21])[C:19]=1[F:20])[CH2:6][CH:7]1[CH2:12][CH:11]([C:13]([O:15][CH3:16])=[O:14])[CH2:10][CH2:9][NH:8]1.CCN(C(C)C)C(C)C.[C:31](Cl)(=[O:34])[O:32][CH3:33]. Product: [F:21][C:18]1[CH:17]=[C:5]([CH:4]=[C:3]([F:2])[C:19]=1[F:20])[CH2:6][CH:7]1[CH2:12][CH:11]([C:13]([O:15][CH3:16])=[O:14])[CH2:10][CH2:9][N:8]1[C:31]([O:32][CH3:33])=[O:34]. The catalyst class is: 2. (2) Reactant: [OH:1][C:2]1[CH:12]=[CH:11][C:5]([O:6][CH2:7][C:8]([OH:10])=O)=[CH:4][CH:3]=1.[F:13][B-](F)(F)F.N1(OC(N(C)C)=[N+](C)C)[C:22]2[CH:23]=[CH:24][CH:25]=[CH:26][C:21]=2N=N1.[CH2:35]([N:37]([CH:41](C)C)C(C)C)[CH3:36].CCOC(C)=O. Product: [CH2:35]([N:37]([CH2:41][C:22]1[CH:23]=[CH:24][CH:25]=[CH:26][C:21]=1[F:13])[C:8](=[O:10])[CH2:7][O:6][C:5]1[CH:4]=[CH:3][C:2]([OH:1])=[CH:12][CH:11]=1)[CH3:36]. The catalyst class is: 3. (3) Reactant: [CH3:1][O:2][C:3]1[CH:11]=[CH:10][C:6]([C:7]([NH2:9])=[S:8])=[CH:5][CH:4]=1.[CH2:12]([O:14][C:15](=[O:23])[CH:16](Cl)[C:17](=O)[CH:18]([F:20])[F:19])[CH3:13]. The catalyst class is: 8. Product: [CH2:12]([O:14][C:15]([C:16]1[S:8][C:7]([C:6]2[CH:10]=[CH:11][C:3]([O:2][CH3:1])=[CH:4][CH:5]=2)=[N:9][C:17]=1[CH:18]([F:20])[F:19])=[O:23])[CH3:13]. (4) Reactant: CCCC[N+](CCCC)(CCCC)CCCC.[F-].[Si]([O:26][C@H:27]([C:73]1[CH:82]=[CH:81][C:80]([OH:83])=[C:79]2[C:74]=1[CH:75]=[CH:76][C:77](=[O:84])[NH:78]2)[CH2:28][NH:29][CH2:30][CH2:31][CH2:32][CH2:33][CH2:34][CH2:35][CH2:36][CH2:37][NH:38][C:39]([C:41]1[CH:42]=[C:43]([S:47]([C:50]2[CH:51]=[C:52]3[C:57](=[C:58]([CH3:60])[CH:59]=2)[N:56]=[CH:55][C:54]([C:61]([NH2:63])=[O:62])=[C:53]3[NH:64][C:65]2[CH:70]=[CH:69][CH:68]=[C:67]([O:71][CH3:72])[CH:66]=2)(=[O:49])=[O:48])[CH:44]=[CH:45][CH:46]=1)=[O:40])(C(C)(C)C)(C)C.C(O)(=O)C. Product: [OH:26][C@H:27]([C:73]1[CH:82]=[CH:81][C:80]([OH:83])=[C:79]2[C:74]=1[CH:75]=[CH:76][C:77](=[O:84])[NH:78]2)[CH2:28][NH:29][CH2:30][CH2:31][CH2:32][CH2:33][CH2:34][CH2:35][CH2:36][CH2:37][NH:38][C:39]([C:41]1[CH:42]=[C:43]([S:47]([C:50]2[CH:51]=[C:52]3[C:57](=[C:58]([CH3:60])[CH:59]=2)[N:56]=[CH:55][C:54]([C:61]([NH2:63])=[O:62])=[C:53]3[NH:64][C:65]2[CH:70]=[CH:69][CH:68]=[C:67]([O:71][CH3:72])[CH:66]=2)(=[O:48])=[O:49])[CH:44]=[CH:45][CH:46]=1)=[O:40]. The catalyst class is: 1.